Dataset: Full USPTO retrosynthesis dataset with 1.9M reactions from patents (1976-2016). Task: Predict the reactants needed to synthesize the given product. (1) Given the product [Cl:41][C:42]1[CH:47]=[CH:46][CH:45]=[CH:44][C:43]=1[C@H:48]([O:50][C:22](=[O:31])[NH:19][C:12]1[N:8]([C:5]2[CH:4]=[CH:3][C:2]([Br:1])=[CH:7][CH:6]=2)[N:9]=[CH:10][C:11]=1[F:16])[CH3:49], predict the reactants needed to synthesize it. The reactants are: [Br:1][C:2]1[CH:7]=[CH:6][C:5]([N:8]2[C:12](C(O)=O)=[C:11]([F:16])[CH:10]=[N:9]2)=[CH:4][CH:3]=1.C([N:19]([CH2:22]C)CC)C.C1(P(N=[N+]=[N-])(C2C=CC=CC=2)=[O:31])C=CC=CC=1.[Cl:41][C:42]1[CH:47]=[CH:46][CH:45]=[CH:44][C:43]=1[C@H:48]([OH:50])[CH3:49]. (2) Given the product [Br:1][C:2]1[C:10]2[C:9]([Cl:11])=[N:8][CH:7]=[N:6][C:5]=2[S:4][C:3]=1[C:14]1[O:13][CH:17]=[CH:16][CH:15]=1, predict the reactants needed to synthesize it. The reactants are: [Br:1][C:2]1[C:10]2[C:9]([Cl:11])=[N:8][CH:7]=[N:6][C:5]=2[S:4][C:3]=1I.[O:13]1[CH:17]=[CH:16][CH:15]=[C:14]1B1OC(C)(C)C(C)(C)O1.C(=O)([O-])[O-].[Cs+].[Cs+].C1COCC1. (3) Given the product [F:1][C:2]1[C:3]([N:10]2[CH2:15][CH2:14][O:13][CH2:12][CH2:11]2)=[C:4]([CH2:5][N:19]2[CH2:18][CH2:17][N:16]([C:22]([O:24][C:25]([CH3:28])([CH3:27])[CH3:26])=[O:23])[CH2:21][CH2:20]2)[CH:7]=[CH:8][CH:9]=1, predict the reactants needed to synthesize it. The reactants are: [F:1][C:2]1[C:3]([N:10]2[CH2:15][CH2:14][O:13][CH2:12][CH2:11]2)=[C:4]([CH:7]=[CH:8][CH:9]=1)[CH:5]=O.[N:16]1([C:22]([O:24][C:25]([CH3:28])([CH3:27])[CH3:26])=[O:23])[CH2:21][CH2:20][NH:19][CH2:18][CH2:17]1.C(O[BH-](OC(=O)C)OC(=O)C)(=O)C.[Na+]. (4) Given the product [F:20][C:19]([F:22])([F:21])[S:16]([O-:18])(=[O:17])=[O:15].[CH:1]1([CH2:4][N:5]([CH3:14])[S:6]([N:9]2[CH:13]=[CH:12][N+:11]([CH3:19])=[CH:10]2)(=[O:8])=[O:7])[CH2:2][CH2:3]1, predict the reactants needed to synthesize it. The reactants are: [CH:1]1([CH2:4][N:5]([CH3:14])[S:6]([N:9]2[CH:13]=[CH:12][N:11]=[CH:10]2)(=[O:8])=[O:7])[CH2:3][CH2:2]1.[O:15](C)[S:16]([C:19]([F:22])([F:21])[F:20])(=[O:18])=[O:17]. (5) Given the product [OH:1][CH:2]1[CH2:3][N:4]([C:6]([N:8]2[CH2:13][CH:12]([C:14]3[CH:15]=[CH:16][C:17]([C:20]([F:23])([F:21])[F:22])=[CH:18][CH:19]=3)[CH2:11][CH:10]([C:24]3[O:26][N:31]=[C:29]([CH3:30])[N:28]=3)[CH2:9]2)=[O:7])[CH2:5]1, predict the reactants needed to synthesize it. The reactants are: [OH:1][CH:2]1[CH2:5][N:4]([C:6]([N:8]2[CH2:13][CH:12]([C:14]3[CH:19]=[CH:18][C:17]([C:20]([F:23])([F:22])[F:21])=[CH:16][CH:15]=3)[CH2:11][CH:10]([C:24]([OH:26])=O)[CH2:9]2)=[O:7])[CH2:3]1.O[NH:28][C:29](=[NH:31])[CH3:30]. (6) Given the product [N+:17]([C:12]1[CH:13]=[CH:14][CH:15]=[CH:16][C:11]=1[NH:9][CH2:8][CH2:7][C:3]1[CH:2]=[N:1][CH:6]=[CH:5][CH:4]=1)([O-:19])=[O:18], predict the reactants needed to synthesize it. The reactants are: [N:1]1[CH:6]=[CH:5][CH:4]=[C:3]([CH2:7][CH2:8][NH2:9])[CH:2]=1.Cl[C:11]1[CH:16]=[CH:15][CH:14]=[CH:13][C:12]=1[N+:17]([O-:19])=[O:18].C([O-])([O-])=O.[K+].[K+]. (7) Given the product [C:72]([C:71]1[CH:75]=[CH:76][C:68]([CH2:66][N:9]([CH3:8])[C@H:10]([C:14]([NH:16][C@H:17]([C:21]([N:23]([C@@H:25]([C@@H:62]([CH3:65])[CH2:63][CH3:64])[C@H:26]([O:60][CH3:61])[CH2:27][C:28]([N:30]2[CH2:34][CH2:33][CH2:32][C@H:31]2[C@H:35]([O:58][CH3:59])[C@@H:36]([CH3:57])[C:37]([NH:39][C@@:40]2([C:49]([N:51]3[CH2:56][CH2:55][CH2:54][CH2:53][O:52]3)=[O:50])[CH2:42][C@@H:41]2[C:43]2[CH:44]=[CH:45][CH:46]=[CH:47][CH:48]=2)=[O:38])=[O:29])[CH3:24])=[O:22])[CH:18]([CH3:19])[CH3:20])=[O:15])[CH:11]([CH3:12])[CH3:13])=[CH:69][CH:70]=1)([OH:74])=[O:73], predict the reactants needed to synthesize it. The reactants are: FC(F)(F)C(O)=O.[CH3:8][NH:9][C@H:10]([C:14]([NH:16][C@H:17]([C:21]([N:23]([C@@H:25]([C@@H:62]([CH3:65])[CH2:63][CH3:64])[C@H:26]([O:60][CH3:61])[CH2:27][C:28]([N:30]1[CH2:34][CH2:33][CH2:32][C@H:31]1[C@H:35]([O:58][CH3:59])[C@@H:36]([CH3:57])[C:37]([NH:39][C@@:40]1([C:49]([N:51]2[CH2:56][CH2:55][CH2:54][CH2:53][O:52]2)=[O:50])[CH2:42][C@@H:41]1[C:43]1[CH:48]=[CH:47][CH:46]=[CH:45][CH:44]=1)=[O:38])=[O:29])[CH3:24])=[O:22])[CH:18]([CH3:20])[CH3:19])=[O:15])[CH:11]([CH3:13])[CH3:12].[CH:66]([C:68]1[CH:76]=[CH:75][C:71]([C:72]([OH:74])=[O:73])=[CH:70][CH:69]=1)=O. (8) Given the product [F:29][C:24]1[CH:23]=[CH:22][C:21]([C:9]2[CH:10]=[CH:11][C:12]([C:15]([F:16])([F:17])[F:18])=[CH:13][CH:14]=2)=[CH:28][C:25]=1[C:26]#[N:27], predict the reactants needed to synthesize it. The reactants are: CC1(C)C(C)(C)OB([C:9]2[CH:14]=[CH:13][C:12]([C:15]([F:18])([F:17])[F:16])=[CH:11][CH:10]=2)O1.Br[C:21]1[CH:22]=[CH:23][C:24]([F:29])=[C:25]([CH:28]=1)[C:26]#[N:27].C(=O)([O-])[O-].[K+].[K+].O. (9) Given the product [CH3:24][N:21]1[C:22]([CH3:23])=[C:18]([C:16]([NH:15][C:12]2[N:13]=[CH:14][C:9]([O:8][C:6]3[CH:5]=[CH:4][N:3]=[C:2]([NH:1][C:45](=[O:46])[O:44][C:38]4[CH:43]=[CH:42][CH:41]=[CH:40][CH:39]=4)[CH:7]=3)=[CH:10][CH:11]=2)=[O:17])[C:19](=[O:31])[N:20]1[C:25]1[CH:26]=[CH:27][CH:28]=[CH:29][CH:30]=1, predict the reactants needed to synthesize it. The reactants are: [NH2:1][C:2]1[CH:7]=[C:6]([O:8][C:9]2[CH:10]=[CH:11][C:12]([NH:15][C:16]([C:18]3[C:19](=[O:31])[N:20]([C:25]4[CH:30]=[CH:29][CH:28]=[CH:27][CH:26]=4)[N:21]([CH3:24])[C:22]=3[CH3:23])=[O:17])=[N:13][CH:14]=2)[CH:5]=[CH:4][N:3]=1.N1C=CC=CC=1.[C:38]1([O:44][C:45](Cl)=[O:46])[CH:43]=[CH:42][CH:41]=[CH:40][CH:39]=1.